Dataset: Catalyst prediction with 721,799 reactions and 888 catalyst types from USPTO. Task: Predict which catalyst facilitates the given reaction. (1) Reactant: Cl[C:2]1[N:13]=[CH:12][CH:11]=[CH:10][C:3]=1[C:4]([NH:6][CH2:7][C:8]#[CH:9])=[O:5].[F:14][C:15]1[CH:21]=[CH:20][C:18]([NH2:19])=[CH:17][CH:16]=1. Product: [F:14][C:15]1[CH:21]=[CH:20][C:18]([NH:19][C:2]2[N:13]=[CH:12][CH:11]=[CH:10][C:3]=2[C:4]([NH:6][CH2:7][C:8]#[CH:9])=[O:5])=[CH:17][CH:16]=1. The catalyst class is: 196. (2) Reactant: [Mg].II.Br[CH2:5][CH2:6][CH:7]=[CH2:8].[Cl:9][CH2:10][CH2:11][CH2:12][C:13](N(OC)C)=[O:14].[Cl-].[NH4+]. Product: [Cl:9][CH2:10][CH2:11][CH2:12][C:13](=[O:14])[CH2:8][CH2:7][CH:6]=[CH2:5]. The catalyst class is: 116.